Predict the product of the given reaction. From a dataset of Forward reaction prediction with 1.9M reactions from USPTO patents (1976-2016). (1) The product is: [CH2:14]([CH:13]([C:5]1[C:6]2[N:7]([CH3:12])[C:8](=[O:11])[NH:9][C:10]=2[C:2]([C:19]#[N:20])=[CH:3][CH:4]=1)[CH2:16][CH3:17])[CH3:15]. Given the reactants Br[C:2]1[C:10]2[NH:9][C:8](=[O:11])[N:7]([CH3:12])[C:6]=2[C:5]([CH:13]([CH2:16][CH3:17])[CH2:14][CH3:15])=[CH:4][CH:3]=1.[Cu](C#N)[C:19]#[N:20], predict the reaction product. (2) Given the reactants [N:1]([CH2:4][C:5]1[CH:6]=[C:7]([C:14]([OH:16])=O)[CH:8]=[C:9]([CH:13]=1)C(O)=O)=[N+:2]=[N-:3].C[N:18]([CH:20]=[O:21])C.C(OC(OC(C)(C)C)=O)(OC(C)(C)C)=O.C(=O)(O)[O-].[NH4+:41], predict the reaction product. The product is: [N:1]([CH2:4][C:5]1[CH:6]=[C:7]([C:14]([NH2:41])=[O:16])[CH:8]=[C:9]([CH:13]=1)[C:20]([NH2:18])=[O:21])=[N+:2]=[N-:3]. (3) Given the reactants [F:1][C:2]1[CH:3]=[C:4]2[C:8](=[CH:9][CH:10]=1)[NH:7][C:6](=[O:11])[C:5]2=[C:12]1[C:20]2[C:15](=[CH:16][C:17]([CH2:21][CH2:22][CH2:23]OS(C)(=O)=O)=[CH:18][CH:19]=2)[C:14]([CH3:30])([CH3:29])[O:13]1.[CH2:31]([NH:33][CH2:34][CH3:35])[CH3:32], predict the reaction product. The product is: [CH2:31]([N:33]([CH2:34][CH3:35])[CH2:23][CH2:22][CH2:21][C:17]1[CH:16]=[C:15]2[C:20](=[CH:19][CH:18]=1)[C:12](=[C:5]1[C:4]3[C:8](=[CH:9][CH:10]=[C:2]([F:1])[CH:3]=3)[NH:7][C:6]1=[O:11])[O:13][C:14]2([CH3:29])[CH3:30])[CH3:32]. (4) The product is: [Br:1][C:2]1[CH:3]=[C:4]([C:9](=[O:15])[CH2:10][CH2:11][C:12]([OH:14])=[O:13])[CH:5]=[CH:6][C:7]=1[F:8]. Given the reactants [Br:1][C:2]1[CH:3]=[C:4]([C:9](=[O:15])/[CH:10]=[CH:11]/[C:12]([OH:14])=[O:13])[CH:5]=[CH:6][C:7]=1[F:8].[H][H], predict the reaction product.